From a dataset of Drug-target binding data from BindingDB using Kd measurements. Regression. Given a target protein amino acid sequence and a drug SMILES string, predict the binding affinity score between them. We predict pKd (pKd = -log10(Kd in M); higher means stronger binding). Dataset: bindingdb_kd. (1) The drug is O=C(Cn1c(=O)sc2ccc(Cl)cc21)Nc1ccc(C(=O)O)cc1. The target protein (Q9Y4K3) has sequence MSLLNCENSCGSSQSESDCCVAMASSCSAVTKDDSVGGTASTGNLSSSFMEEIQGYDVEFDPPLESKYECPICLMALREAVQTPCGHRFCKACIIKSIRDAGHKCPVDNEILLENQLFPDNFAKREILSLMVKCPNEGCLHKMELRHLEDHQAHCEFALMDCPQCQRPFQKFHINIHILKDCPRRQVSCDNCAASMAFEDKEIHDQNCPLANVICEYCNTILIREQMPNHYDLDCPTAPIPCTFSTFGCHEKMQRNHLARHLQENTQSHMRMLAQAVHSLSVIPDSGYISEVRNFQETIHQLEGRLVRQDHQIRELTAKMETQSMYVSELKRTIRTLEDKVAEIEAQQCNGIYIWKIGNFGMHLKCQEEEKPVVIHSPGFYTGKPGYKLCMRLHLQLPTAQRCANYISLFVHTMQGEYDSHLPWPFQGTIRLTILDQSEAPVRQNHEEIMDAKPELLAFQRPTIPRNPKGFGYVTFMHLEALRQRTFIKDDTLLVRCEVS.... The pKd is 2.8. (2) The compound is CC(C)(C)NCC(O)c1cc(O)cc(O)c1. The target protein (Q28044) has sequence MGQPGNRSVFLLAPNASHAPDQNVTLERDEAWVVGMGILMSLIVLAIVFGNVLVITAIAKFERLQTVTNYFITSLACADLVMGLAVVPFGACHILMKMWTFGNFWCEFWTSIDVLCVTASIETLCVIAVDRYLAITSPFKYQCLLTKNKARVVILMVWIVSGLTSFLPIQMHWYRASHKEAINCYAKETCCDFFTNQPYAIASSIVSFYLPLVVMVFVYSRVFQVAKRQLQKIDKSEGRFHAQNVSQVEQDGRSGLGQRRTSKFYLKEHKALKTLGIIMGTFTLCWLPFFIVNIVHVIKDNLIRKEIYILLNWLGYINSAFNPLIYCRSPDFRIAFQELLCLRRSSLKAYGNGCSSNSNDRTDYTGEQSGYHLGEEKDSELLCEDPPGTENFVNQQGTVPSDSIDSQGRNCSTNDSLL. The pKd is 5.3. (3) The drug is CSCC[C@H](NC(=O)[C@H](CCC(N)=O)NC(=O)[C@H](CC(=O)O)NC(=O)[C@H](CO)NC(=O)[C@H](CCCCN)NC(=O)[C@@H](NC(=O)[C@@H](NC(=O)[C@H](CC(C)C)NC(=O)[C@H](CC(C)C)NC(=O)[C@H](CCC(N)=O)NC(=O)[C@H](CC(C)C)NC(=O)[C@H](CC(C)C)NC(=O)[C@H](CCCCN)NC(=O)[C@@H](NC(=O)[C@H](CCC(N)=O)NC(=O)CNC(=O)[C@H](CCCCN)NC(=O)[C@H](CO)NC(=O)[C@H](CC(=O)O)NC(=O)[C@@H](N)Cc1cnc[nH]1)[C@@H](C)O)[C@@H](C)O)[C@@H](C)O)C(=O)O. The pKd is 5.5. The target protein sequence is ASSTTSPTEETTQKLTVSHIEGYECQPIFLNVLEAIEPGVVCAGHDNNQPDSFAALLSSLNELGERQLVHVVKWAKALPGFRNLHVDDQMAVIQYSWMGLMVFAMGWRSFTNVNSRMLYFAPDLVFNEYRMHKSRMYSQCVRMRHLSQEFGWLQITPQEFLCMKALLLFSIIPVDGLKNQKFFDELRMNYIKELDRIIACKRKNPTSCSRRFYQLTKLLDSVQPIARELHQFTFDLLIKSHMVSVDFPEMMAEIISVQVPKILSGKVKPIYFHT. (4) The drug is O=C(O)C(=O)c1cn(Cc2ccccc2)c2ccc(-c3ccc(OC(F)(F)F)cc3)cc12. The target protein (P20961) has sequence MQMSSALTCLTLGLVLVFGKGFASPLPESHTAQQATNFGVKVFQHVVQASKDRNVVFSPYGVSSVLAMLQLTTAGKTRQQIQDAMGFNISERGTAPALRKLSKELMGSWNKNEISTADAIFVQRDLELVQGFMPHFFKLFRTTVKQVDFSEVERARFIINDWVERHTKGMISDLLAKGAVNELTRLVLVNALYFNGQWKTPFLEASTHQRLFHKSDGSTISVPMMAQNNKFNYTEFTTPDGHEYDILELPYHGETLSMFIAAPFEKDVPLSAITNILDAELIRQWKSNMTRLPRLLILPKFSLETEVDLRGPLEKLGMTDIFSSTQADFTSLSDQEQLSVAQALQKVKIEVNESGTVASSSTAILVSARMAPTEMVLDRSFLFVVRHNPTETILFMGQLMEP. The pKd is 6.3. (5) The drug is COc1cc(N2CCC(N3CCN(C)CC3)CC2)ccc1Nc1ncc(Cl)c(Nc2ccccc2S(=O)(=O)C(C)C)n1. The target protein (O00750) has sequence MSSTQGNGEHWKSLESVGISRKELAMAEALQMEYDALSRLRHDKEENRAKQNADPSLISWDEPGVDFYSKPAGRRTDLKLLRGLSGSDPTLNYNSLSPQEGPPNHSTSQGPQPGSDPWPKGSLSGDYLYIFDGSDGGVSSSPGPGDIEGSCKKLSPPPLPPRASIWDTPPLPPRKGSPSSSKISQPSDINTFSLVEQLPGKLLEHRILEEEEVLGGGGQGRLLGSVDYDGINDAITRLNLKSTYDAEMLRDATRGWKEGRGPLDFSKDTSGKPVARSKTMPPQVPPRTYASRYGNRKNATPGKNRRISAAPVGSRPHTVANGHELFEVSEERDEEVAAFCHMLDILRSGSDIQDYFLTGYVWSAVTPSPEHLGDEVNLKVTVLCDRLQEALTFTCNCSSTVDLLIYQTLCYTHDDLRNVDVGDFVLKPCGLEEFLQNKHALGSHEYIQYCRKFDIDIRLQLMEQKVVRSDLARTVNDDQSPSTLNYLVHLQERPVKQTIS.... The pKd is 5.0. (6) The small molecule is CCOc1cc2ncc(C#N)c(Nc3ccc(OCc4cccc(F)c4)c(Cl)c3)c2cc1NC(=O)CC1CCSS1. The target protein sequence is MRPSGTAGAALLALLAALCPASRALEEKKVCQGTSNKLTQLGTFEDHFLSLQRMFNNCEVVLGNLEITYVQRNYDLSFLKTIQEVAGYVLIALNTVERIPLENLQIIRGNMYYENSYALAVLSNYDANKTGLKELPMRNLQEILHGAVRFSNNPALCNVESIQWRDIVSSDFLSNMSMDFQNHLGSCQKCDPSCPNGSCWGAGEENCQKLTKIICAQQCSGRCRGKSPSDCCHNQCAAGCTGPRESDCLVCRKFRDEATCKDTCPPLMLYNPTTYQMDVNPEGKYSFGATCVKKCPRNYVVTDHGSCVRACGADSYEMEEDGVRKCKKCEGPCRKVCNGIGIGEFKDSLSINATNIKHFKNCTSISGDLHILPVAFRGDSFTHTPPLDPQELDILKTVKEITGFLLIQAWPENRTDLHAFENLEIIRGRTKQHGQFSLAVVSLNITSLGLRSLKEISDGDVIISGNKNLCYANTINWKKLFGTSGQKTKIISNRGENSCK.... The pKd is 7.3.